This data is from Catalyst prediction with 721,799 reactions and 888 catalyst types from USPTO. The task is: Predict which catalyst facilitates the given reaction. (1) Reactant: [CH2:1]([N:3]1[C:7]2=[N:8][C:9]([CH2:32][CH3:33])=[C:10]([CH2:19][NH:20][C:21]([C:23]3[N:28]=[C:27]([C:29]([OH:31])=O)[CH:26]=[CH:25][CH:24]=3)=[O:22])[C:11]([NH:12][CH:13]3[CH2:18][CH2:17][O:16][CH2:15][CH2:14]3)=[C:6]2[CH:5]=[N:4]1)[CH3:2].[CH3:34][N:35]1[CH2:40][CH2:39][CH:38]([CH2:41][C:42]2[CH:43]=[C:44]([C:48]3[CH:53]=[CH:52][CH:51]=[C:50]([CH2:54][NH2:55])[CH:49]=3)[CH:45]=[CH:46][CH:47]=2)[CH2:37][CH2:36]1.CN(C(ON1N=NC2C=CC=CC1=2)=[N+](C)C)C.F[P-](F)(F)(F)(F)F.CCN(CC)CC. Product: [CH2:1]([N:3]1[C:7]2=[N:8][C:9]([CH2:32][CH3:33])=[C:10]([CH2:19][NH:20][C:21]([C:23]3[CH:24]=[CH:25][CH:26]=[C:27]([C:29]([NH:55][CH2:54][C:50]4[CH:49]=[C:48]([C:44]5[CH:45]=[CH:46][CH:47]=[C:42]([CH2:41][CH:38]6[CH2:39][CH2:40][N:35]([CH3:34])[CH2:36][CH2:37]6)[CH:43]=5)[CH:53]=[CH:52][CH:51]=4)=[O:31])[N:28]=3)=[O:22])[C:11]([NH:12][CH:13]3[CH2:14][CH2:15][O:16][CH2:17][CH2:18]3)=[C:6]2[CH:5]=[N:4]1)[CH3:2]. The catalyst class is: 549. (2) Reactant: Cl.[N:2]1([C:8]2[N:9]=[CH:10][CH:11]=[C:12]3[CH:16]=[CH:15][S:14][C:13]=23)[CH2:7][CH2:6][NH:5][CH2:4][CH2:3]1.CCN(C(C)C)C(C)C.O=[CH:27][CH2:28][C@H:29]1[CH2:34][CH2:33][C@H:32]([NH:35][C:36](=[O:38])[CH3:37])[CH2:31][CH2:30]1. Product: [S:14]1[C:13]2=[C:8]([N:2]3[CH2:3][CH2:4][N:5]([CH2:27][CH2:28][C@H:29]4[CH2:34][CH2:33][C@H:32]([NH:35][C:36](=[O:38])[CH3:37])[CH2:31][CH2:30]4)[CH2:6][CH2:7]3)[N:9]=[CH:10][CH:11]=[C:12]2[CH:16]=[CH:15]1. The catalyst class is: 1. (3) Reactant: [CH3:1][N:2]([CH:10]1[CH2:13][N:12]([C:14]2[C:15]3[N:16]([CH:27]=[N:28][N:29]=3)[C:17]3[CH:23]=[C:22]([N+:24]([O-])=O)[CH:21]=[N:20][C:18]=3[N:19]=2)[CH2:11]1)[C:3](=[O:9])[O:4][C:5]([CH3:8])([CH3:7])[CH3:6].[H][H]. Product: [NH2:24][C:22]1[CH:21]=[N:20][C:18]2[N:19]=[C:14]([N:12]3[CH2:13][CH:10]([N:2]([CH3:1])[C:3](=[O:9])[O:4][C:5]([CH3:7])([CH3:8])[CH3:6])[CH2:11]3)[C:15]3[N:16]([CH:27]=[N:28][N:29]=3)[C:17]=2[CH:23]=1. The catalyst class is: 19. (4) Reactant: [NH:1]([C:11]([O:13][CH2:14][CH:15]1[C:27]2[C:22](=[CH:23][CH:24]=[CH:25][CH:26]=2)[C:21]2[C:16]1=[CH:17][CH:18]=[CH:19][CH:20]=2)=[O:12])[C@H:2]([C:8]([OH:10])=[O:9])[CH2:3][CH2:4][CH2:5][CH2:6][NH2:7].Cl.[N:29]1[CH:34]=[CH:33][CH:32]=[CH:31][C:30]=1[CH:35]=O.[BH-](OC(C)=O)(OC(C)=O)OC(C)=O.[Na+].[C:51]([O:55][C:56]([CH3:59])([CH3:58])[CH3:57])(=[O:54])[CH:52]=O. Product: [CH:17]1[C:16]2[CH:15]([CH2:14][O:13][C:11](=[O:12])[NH:1][C@H:2]([C:8]([OH:10])=[O:9])[CH2:3][CH2:4][CH2:5][CH2:6][N:7]([CH2:35][C:30]3[CH:31]=[CH:32][CH:33]=[CH:34][N:29]=3)[CH2:52][C:51](=[O:54])[O:55][C:56]([CH3:59])([CH3:58])[CH3:57])[C:27]3[C:22](=[CH:23][CH:24]=[CH:25][CH:26]=3)[C:21]=2[CH:20]=[CH:19][CH:18]=1. The catalyst class is: 325. (5) Reactant: [C:1]([Si:5]([C:22]([CH3:25])([CH3:24])[CH3:23])([C:7]1[CH:12]=[CH:11][C:10]([CH2:13]COC2CCCCO2)=[CH:9][CH:8]=1)[OH:6])([CH3:4])([CH3:3])[CH3:2].C1(C)C=CC(S(O)(=O)=O)=CC=1.[C:37]([O-])([OH:39])=[O:38].[Na+].CC(C)=O.OS(O)(=O)=O.O=[Cr](=O)=O. Product: [C:22]([Si:5]([C:1]([CH3:2])([CH3:4])[CH3:3])([OH:6])[C:7]1[CH:8]=[CH:9][C:10]([CH2:13][C:37]([OH:39])=[O:38])=[CH:11][CH:12]=1)([CH3:23])([CH3:25])[CH3:24]. The catalyst class is: 8.